From a dataset of TCR-epitope binding with 47,182 pairs between 192 epitopes and 23,139 TCRs. Binary Classification. Given a T-cell receptor sequence (or CDR3 region) and an epitope sequence, predict whether binding occurs between them. The TCR CDR3 sequence is CASSRTEQETQYF. Result: 1 (the TCR binds to the epitope). The epitope is VVYRGTTTY.